Task: Regression. Given a peptide amino acid sequence and an MHC pseudo amino acid sequence, predict their binding affinity value. This is MHC class I binding data.. Dataset: Peptide-MHC class I binding affinity with 185,985 pairs from IEDB/IMGT (1) The peptide sequence is EVLMSPCRM. The MHC is HLA-A68:02 with pseudo-sequence HLA-A68:02. The binding affinity (normalized) is 0.323. (2) The peptide sequence is HAEQGLIQY. The MHC is HLA-B18:01 with pseudo-sequence HLA-B18:01. The binding affinity (normalized) is 0.0847. (3) The binding affinity (normalized) is 0.415. The peptide sequence is NTTTFITVLT. The MHC is HLA-A02:01 with pseudo-sequence HLA-A02:01. (4) The peptide sequence is TLGNFSWFPH. The MHC is HLA-A11:01 with pseudo-sequence HLA-A11:01. The binding affinity (normalized) is 0.332. (5) The peptide sequence is MLIPTVMAF. The MHC is HLA-A26:01 with pseudo-sequence HLA-A26:01. The binding affinity (normalized) is 0.484.